From a dataset of Reaction yield outcomes from USPTO patents with 853,638 reactions. Predict the reaction yield, written as a fraction of the theoretical maximum amount of product (1.0 means a 100% yield; for example, 0.34 means a 34% yield). (1) The reactants are Cl[C:2]1[C:11]2[C:6](=[CH:7][CH:8]=[CH:9][CH:10]=2)[C:5]([O:12][CH3:13])=[CH:4][N:3]=1.[F-:14].[Cs+]. The catalyst is CS(C)=O.O. The product is [F:14][C:2]1[C:11]2[C:6](=[CH:7][CH:8]=[CH:9][CH:10]=2)[C:5]([O:12][CH3:13])=[CH:4][N:3]=1. The yield is 0.620. (2) The reactants are Cl.[Br:2][C:3]1[CH:12]=[C:11]2[C:6]([C:7]([CH3:21])([CH3:20])[C:8](=[O:19])[C:9](C(OCC)=O)=[C:10]2[OH:13])=[CH:5][CH:4]=1. The catalyst is C(O)(C(F)(F)F)=O. The product is [Br:2][C:3]1[CH:12]=[C:11]2[C:6](=[CH:5][CH:4]=1)[C:7]([CH3:21])([CH3:20])[C:8](=[O:19])[CH:9]=[C:10]2[OH:13]. The yield is 0.700.